From a dataset of Forward reaction prediction with 1.9M reactions from USPTO patents (1976-2016). Predict the product of the given reaction. (1) Given the reactants [N+:1]([O:4][CH2:5][C:6]1[CH:14]=[CH:13][C:9]([C:10]([OH:12])=O)=[CH:8][CH:7]=1)([O-:3])=[O:2].[CH3:15][C:16]1[CH:17]=[CH:18][C:19]([C:22]2[N:26]([C:27]3[CH:28]=[CH:29][C:30]([S:33]([NH2:36])(=[O:35])=[O:34])=[CH:31][CH:32]=3)[N:25]=[C:24]([C:37]([F:40])([F:39])[F:38])[CH:23]=2)=[CH:20][CH:21]=1.CCN=C=NCCCN(C)C.[NH4+].[Cl-], predict the reaction product. The product is: [N+:1]([O-:3])([O:4][CH2:5][C:6]1[CH:7]=[CH:8][C:9]([C:10]([NH:36][S:33]([C:30]2[CH:29]=[CH:28][C:27]([N:26]3[C:22]([C:19]4[CH:20]=[CH:21][C:16]([CH3:15])=[CH:17][CH:18]=4)=[CH:23][C:24]([C:37]([F:38])([F:39])[F:40])=[N:25]3)=[CH:32][CH:31]=2)(=[O:35])=[O:34])=[O:12])=[CH:13][CH:14]=1)=[O:2]. (2) Given the reactants [CH:1]1[C:12]2=[C:13]3[CH:8]([CH2:9][CH2:10][CH2:11]2)[CH2:7][CH2:6][CH2:5][C:4]3=[CH:3][C:2]=1[NH:14][C:15]([C:17]1[CH:26]=[CH:25][C:20]([C:21]([O:23]C)=[O:22])=[CH:19][N:18]=1)=[O:16].[OH-].[Na+].Cl, predict the reaction product. The product is: [CH:3]1[C:4]2=[C:13]3[CH:8]([CH2:7][CH2:6][CH2:5]2)[CH2:9][CH2:10][CH2:11][C:12]3=[CH:1][C:2]=1[NH:14][C:15]([C:17]1[CH:26]=[CH:25][C:20]([C:21]([OH:23])=[O:22])=[CH:19][N:18]=1)=[O:16]. (3) Given the reactants [CH2:1]([N:4]([CH2:21][CH2:22][CH3:23])[C:5]([CH2:7][O:8][C:9](=[O:20])[CH2:10][CH2:11][NH:12]C(OC(C)(C)C)=O)=[O:6])[CH2:2][CH3:3].Cl, predict the reaction product. The product is: [CH2:21]([N:4]([CH2:1][CH2:2][CH3:3])[C:5]([CH2:7][O:8][C:9](=[O:20])[CH2:10][CH2:11][NH2:12])=[O:6])[CH2:22][CH3:23]. (4) Given the reactants C[C@H]1[C@H](NC2N=CC(C(F)(F)F)=CN=2)CCCN1C(OC(C)(C)C)=O.[CH3:26][C@H:27]1[C@H:32]([NH:33][C:34]2[CH:39]=[N:38][C:37]([C:40]([F:43])([F:42])[F:41])=[CH:36][N:35]=2)[CH2:31][CH2:30][CH2:29][N:28]1C(OC(C)(C)C)=O, predict the reaction product. The product is: [CH3:26][C@H:27]1[C@H:32]([NH:33][C:34]2[CH:39]=[N:38][C:37]([C:40]([F:43])([F:41])[F:42])=[CH:36][N:35]=2)[CH2:31][CH2:30][CH2:29][NH:28]1. (5) Given the reactants ClC1C2C=C(C3CCN(C(OC(C)(C)C)=O)CC=3)NC=2N=CN=1.Cl[C:25]1[C:26]2[CH:33]=[C:32]([I:34])[NH:31][C:27]=2[N:28]=[CH:29][N:30]=1.[S:35]1[C:39]2[CH:40]=[C:41]([NH2:44])[CH:42]=[CH:43][C:38]=2[N:37]=[CH:36]1, predict the reaction product. The product is: [S:35]1[C:39]2[CH:40]=[C:41]([NH:44][C:25]3[C:26]4[CH:33]=[C:32]([I:34])[NH:31][C:27]=4[N:28]=[CH:29][N:30]=3)[CH:42]=[CH:43][C:38]=2[N:37]=[CH:36]1. (6) Given the reactants C(O)(C(F)(F)F)=O.[F:8][C:9]1[CH:10]=[C:11]([NH:20][C:21]([C@@H:23]2[N:32](C(OC(C)(C)C)=O)[CH2:31][CH2:30][C:29]3[N:28]=[C:27]([O:40][CH3:41])[CH:26]=[CH:25][C:24]2=3)=[O:22])[CH:12]=[C:13]2[C:17]=1[C:16]([CH3:19])([CH3:18])[CH2:15][CH2:14]2.C(=O)([O-])[O-].[K+].[K+], predict the reaction product. The product is: [F:8][C:9]1[CH:10]=[C:11]([NH:20][C:21]([C@@H:23]2[NH:32][CH2:31][CH2:30][C:29]3[N:28]=[C:27]([O:40][CH3:41])[CH:26]=[CH:25][C:24]2=3)=[O:22])[CH:12]=[C:13]2[C:17]=1[C:16]([CH3:18])([CH3:19])[CH2:15][CH2:14]2. (7) Given the reactants C(=O)([O-])[O-].[K+].[K+].[I-].[K+].[C:9]1([C@H:19]([NH2:21])[CH3:20])[C:18]2[C:13](=[CH:14][CH:15]=[CH:16][CH:17]=2)[CH:12]=[CH:11][CH:10]=1.[Cl:22][CH:23]=[CH:24][CH2:25]Cl, predict the reaction product. The product is: [ClH:22].[Cl:22][CH:23]=[CH:24][CH2:25][NH:21][C@@H:19]([C:9]1[C:18]2[C:13](=[CH:14][CH:15]=[CH:16][CH:17]=2)[CH:12]=[CH:11][CH:10]=1)[CH3:20].